This data is from NCI-60 drug combinations with 297,098 pairs across 59 cell lines. The task is: Regression. Given two drug SMILES strings and cell line genomic features, predict the synergy score measuring deviation from expected non-interaction effect. (1) Drug 1: CC1=C(C=C(C=C1)NC2=NC=CC(=N2)N(C)C3=CC4=NN(C(=C4C=C3)C)C)S(=O)(=O)N.Cl. Drug 2: CC1CCCC2(C(O2)CC(NC(=O)CC(C(C(=O)C(C1O)C)(C)C)O)C(=CC3=CSC(=N3)C)C)C. Cell line: RXF 393. Synergy scores: CSS=0.794, Synergy_ZIP=-3.14, Synergy_Bliss=-5.17, Synergy_Loewe=-4.42, Synergy_HSA=-3.73. (2) Drug 1: CC1=C(C=C(C=C1)NC(=O)C2=CC=C(C=C2)CN3CCN(CC3)C)NC4=NC=CC(=N4)C5=CN=CC=C5. Drug 2: C1=NC2=C(N1)C(=S)N=CN2. Cell line: ACHN. Synergy scores: CSS=35.8, Synergy_ZIP=-8.18, Synergy_Bliss=-2.50, Synergy_Loewe=-21.0, Synergy_HSA=1.49. (3) Drug 1: CCCS(=O)(=O)NC1=C(C(=C(C=C1)F)C(=O)C2=CNC3=C2C=C(C=N3)C4=CC=C(C=C4)Cl)F. Drug 2: CN(C)N=NC1=C(NC=N1)C(=O)N. Cell line: SF-268. Synergy scores: CSS=-9.83, Synergy_ZIP=2.97, Synergy_Bliss=-1.51, Synergy_Loewe=-55.4, Synergy_HSA=-7.74. (4) Drug 1: C1=CC=C(C=C1)NC(=O)CCCCCCC(=O)NO. Drug 2: COC1=C2C(=CC3=C1OC=C3)C=CC(=O)O2. Cell line: HT29. Synergy scores: CSS=18.4, Synergy_ZIP=-6.62, Synergy_Bliss=-0.0956, Synergy_Loewe=-12.5, Synergy_HSA=-0.592. (5) Drug 1: CCC1(CC2CC(C3=C(CCN(C2)C1)C4=CC=CC=C4N3)(C5=C(C=C6C(=C5)C78CCN9C7C(C=CC9)(C(C(C8N6C)(C(=O)OC)O)OC(=O)C)CC)OC)C(=O)OC)O.OS(=O)(=O)O. Drug 2: C(CN)CNCCSP(=O)(O)O. Cell line: DU-145. Synergy scores: CSS=-1.90, Synergy_ZIP=5.37, Synergy_Bliss=5.64, Synergy_Loewe=3.27, Synergy_HSA=-0.731. (6) Drug 1: C(CC(=O)O)C(=O)CN.Cl. Drug 2: CC1C(C(CC(O1)OC2CC(CC3=C2C(=C4C(=C3O)C(=O)C5=CC=CC=C5C4=O)O)(C(=O)C)O)N)O. Cell line: SF-268. Synergy scores: CSS=39.0, Synergy_ZIP=-2.95, Synergy_Bliss=-4.97, Synergy_Loewe=-19.1, Synergy_HSA=-2.43. (7) Drug 1: CC12CCC(CC1=CCC3C2CCC4(C3CC=C4C5=CN=CC=C5)C)O. Drug 2: C1=NC2=C(N=C(N=C2N1C3C(C(C(O3)CO)O)F)Cl)N. Cell line: SK-MEL-5. Synergy scores: CSS=31.2, Synergy_ZIP=-1.81, Synergy_Bliss=-3.35, Synergy_Loewe=-22.6, Synergy_HSA=-4.73.